Task: Predict the product of the given reaction.. Dataset: Forward reaction prediction with 1.9M reactions from USPTO patents (1976-2016) (1) Given the reactants [Cl:1][C:2]1[CH:3]=[CH:4][C:5]2[O:14][CH2:13][CH2:12][C:11]3[CH:10]=[C:9]([C:15]([NH2:17])=O)[S:8][C:7]=3[C:6]=2[N:18]=1.[CH3:19]C(N(C)C)=O.CN(C=O)C.[F:30][C:31]1[CH:36]=[C:35]([F:37])[CH:34]=[CH:33][C:32]=1[NH:38][NH2:39], predict the reaction product. The product is: [Cl:1][C:2]1[CH:3]=[CH:4][C:5]2[O:14][CH2:13][CH2:12][C:11]3[CH:10]=[C:9]([C:15]4[N:38]([C:32]5[CH:33]=[CH:34][C:35]([F:37])=[CH:36][C:31]=5[F:30])[N:39]=[CH:19][N:17]=4)[S:8][C:7]=3[C:6]=2[N:18]=1. (2) Given the reactants Br[C:2]1[CH:7]=[CH:6][CH:5]=[CH:4][N:3]=1.[CH2:8]([C:12]1[S:13][C:14]2[C:20]([CH3:21])=[CH:19][CH:18]=[C:17]([CH3:22])[C:15]=2[N:16]=1)[CH2:9][C:10]#[CH:11], predict the reaction product. The product is: [CH3:22][C:17]1[C:15]2[N:16]=[C:12]([CH2:8][CH2:9][C:10]#[C:11][C:2]3[CH:7]=[CH:6][CH:5]=[CH:4][N:3]=3)[S:13][C:14]=2[C:20]([CH3:21])=[CH:19][CH:18]=1.